From a dataset of Reaction yield outcomes from USPTO patents with 853,638 reactions. Predict the reaction yield, written as a fraction of the theoretical maximum amount of product (1.0 means a 100% yield; for example, 0.34 means a 34% yield). (1) The reactants are [CH3:1][O:2][C:3]1[CH:4]=[C:5]2[C:10](=[CH:11][C:12]=1[O:13][CH3:14])[N:9]=[CH:8][CH:7]=[C:6]2[O:15][C:16]1[CH:22]=[CH:21][C:19]([NH2:20])=[CH:18][CH:17]=1.[C:23]1([CH3:29])C=CC=C[CH:24]=1.ClC(Cl)([O:33][C:34](=O)[O:35]C(Cl)(Cl)Cl)Cl.C(=O)(O)[O-].[Na+]. The catalyst is C(Cl)Cl.CC(O)C.C(N(CC)CC)C. The product is [CH3:1][O:2][C:3]1[CH:4]=[C:5]2[C:10](=[CH:11][C:12]=1[O:13][CH3:14])[N:9]=[CH:8][CH:7]=[C:6]2[O:15][C:16]1[CH:22]=[CH:21][C:19]([NH:20][C:34](=[O:33])[O:35][CH:23]([CH3:29])[CH3:24])=[CH:18][CH:17]=1. The yield is 0.590. (2) The reactants are [O:1]=[C:2]([N:12]1[CH2:17][CH2:16][N:15]([C:18](=[O:30])[CH2:19][N:20]2[C:24](=[O:25])[C:23]3[CH:26]=[CH:27][CH:28]=[CH:29][C:22]=3[S:21]2)[CH2:14][CH2:13]1)[CH2:3][NH:4]C(=O)OC(C)(C)C.C(O)(C(F)(F)F)=O. The catalyst is C(Cl)Cl. The product is [NH2:4][CH2:3][C:2]([N:12]1[CH2:17][CH2:16][N:15]([C:18](=[O:30])[CH2:19][N:20]2[C:24](=[O:25])[C:23]3[CH:26]=[CH:27][CH:28]=[CH:29][C:22]=3[S:21]2)[CH2:14][CH2:13]1)=[O:1]. The yield is 0.940. (3) The reactants are C(O[C:4]([C:6]1[O:7][C:8]2[CH:14]=[CH:13][C:12]([Br:15])=[CH:11][C:9]=2[CH:10]=1)=[O:5])C.[CH2:16]([Mg]Br)[CH3:17].[CH2:20]1COC[CH2:21]1. No catalyst specified. The product is [Br:15][C:12]1[CH:13]=[CH:14][C:8]2[O:7][C:6]([C:4]([OH:5])([CH2:16][CH3:17])[CH2:20][CH3:21])=[CH:10][C:9]=2[CH:11]=1. The yield is 0.880. (4) The reactants are ClC(Cl)(O[C:5](=[O:11])OC(Cl)(Cl)Cl)Cl.[NH2:13][C:14]1[S:15][C:16]([CH3:24])=[C:17]([CH3:23])[C:18]=1[C:19](=[O:22])[CH2:20][CH3:21].CC[N:27](C(C)C)C(C)C.N. The catalyst is ClCCl. The product is [CH3:23][C:17]1[C:18]([C:19](=[O:22])[CH2:20][CH3:21])=[C:14]([NH:13][C:5]([NH2:27])=[O:11])[S:15][C:16]=1[CH3:24]. The yield is 0.300. (5) The reactants are Cl.[NH:2]1[CH2:5][CH:4]([CH:6]([NH:8][C:9]([C:11]2[C:19]3[C:14](=[N:15][CH:16]=[C:17]([C:20]4[C:28]5[C:23](=[CH:24][C:25]([Cl:29])=[CH:26][CH:27]=5)[N:22]([CH3:30])[N:21]=4)[N:18]=3)[N:13]([CH2:31][O:32][CH2:33][CH2:34][Si:35]([CH3:38])([CH3:37])[CH3:36])[CH:12]=2)=[O:10])[CH3:7])[CH2:3]1.C(N(CC)CC)C.[CH3:46][S:47](Cl)(=[O:49])=[O:48]. The catalyst is C(Cl)Cl. The product is [CH3:46][S:47]([N:2]1[CH2:3][CH:4]([CH:6]([NH:8][C:9]([C:11]2[C:19]3[C:14](=[N:15][CH:16]=[C:17]([C:20]4[C:28]5[C:23](=[CH:24][C:25]([Cl:29])=[CH:26][CH:27]=5)[N:22]([CH3:30])[N:21]=4)[N:18]=3)[N:13]([CH2:31][O:32][CH2:33][CH2:34][Si:35]([CH3:37])([CH3:36])[CH3:38])[CH:12]=2)=[O:10])[CH3:7])[CH2:5]1)(=[O:49])=[O:48]. The yield is 0.500. (6) The reactants are [NH2:1][C:2]1[C:11]([F:12])=[C:10](F)[C:9]([O:14][CH3:15])=[C:8]2[C:3]=1[C:4](=[O:28])[C:5]([C:25]([OH:27])=[O:26])=[C:6]([C:19]1[CH:24]=[CH:23][CH:22]=[CH:21][CH:20]=1)[N:7]2[CH:16]1[CH2:18][CH2:17]1.[N:29]1[CH:34]=[CH:33][CH:32]=[CH:31][C:30]=1[NH:35][CH2:36][CH2:37][NH2:38].C(N(CC)CC)C.[NH4+].[Cl-]. The catalyst is CS(C)=O.O. The product is [NH2:1][C:2]1[C:11]([F:12])=[C:10]([NH:38][CH2:37][CH2:36][NH:35][C:30]2[CH:31]=[CH:32][CH:33]=[CH:34][N:29]=2)[C:9]([O:14][CH3:15])=[C:8]2[C:3]=1[C:4](=[O:28])[C:5]([C:25]([OH:27])=[O:26])=[C:6]([C:19]1[CH:20]=[CH:21][CH:22]=[CH:23][CH:24]=1)[N:7]2[CH:16]1[CH2:18][CH2:17]1. The yield is 0.500. (7) The reactants are C(OC([NH:8][C:9]([CH3:48])([CH3:47])[C:10]([O:12][CH2:13][N:14]1[C:18]2=[N:19][CH:20]=[C:21]([C:23]3[CH:28]=[CH:27][C:26]([Cl:29])=[CH:25][CH:24]=3)[CH:22]=[C:17]2[C:16]([C:30](=[O:46])[C:31]2[C:36]([F:37])=[CH:35][CH:34]=[C:33]([NH:38][S:39]([CH2:42][CH2:43][CH3:44])(=[O:41])=[O:40])[C:32]=2[F:45])=[CH:15]1)=[O:11])=O)(C)(C)C.Cl. The catalyst is CCOC(C)=O. The product is [ClH:29].[NH2:8][C:9]([CH3:47])([CH3:48])[C:10]([O:12][CH2:13][N:14]1[C:18]2=[N:19][CH:20]=[C:21]([C:23]3[CH:28]=[CH:27][C:26]([Cl:29])=[CH:25][CH:24]=3)[CH:22]=[C:17]2[C:16]([C:30](=[O:46])[C:31]2[C:36]([F:37])=[CH:35][CH:34]=[C:33]([NH:38][S:39]([CH2:42][CH2:43][CH3:44])(=[O:40])=[O:41])[C:32]=2[F:45])=[CH:15]1)=[O:11]. The yield is 0.726. (8) The reactants are [CH2:1]([O:3][C:4]([C:6]1[CH:7]=[N:8][C:9]2[C:14]([CH:15]=1)=[CH:13][CH:12]=[C:11]([NH2:16])[CH:10]=2)=[O:5])[CH3:2].C(N(C(C)C)CC)(C)C.[F:26][C:27]([F:44])([F:43])[C:28]1[CH:33]=[CH:32][C:31]([C:34]2[C:35]([C:40](Cl)=[O:41])=[CH:36][CH:37]=[CH:38][CH:39]=2)=[CH:30][CH:29]=1.C(OC(C)C)(C)C. The catalyst is ClC(Cl)C.C1(C)C=CC=CC=1. The product is [CH2:1]([O:3][C:4]([C:6]1[CH:7]=[N:8][C:9]2[C:14]([CH:15]=1)=[CH:13][CH:12]=[C:11]([NH:16][C:40]([C:35]1[C:34]([C:31]3[CH:32]=[CH:33][C:28]([C:27]([F:26])([F:43])[F:44])=[CH:29][CH:30]=3)=[CH:39][CH:38]=[CH:37][CH:36]=1)=[O:41])[CH:10]=2)=[O:5])[CH3:2]. The yield is 0.584. (9) The reactants are [CH:1]([CH:3]1[S:7][C:6]([C:8]2[NH:9][C:10]3[C:15]([CH:16]=2)=[CH:14][CH:13]=[CH:12][C:11]=3[N:17]([CH3:26])[S:18]([C:21]2[S:22][CH:23]=[CH:24][CH:25]=2)(=[O:20])=[O:19])=[N:5][CH2:4]1)=O.Cl.[NH:28]1[CH2:33][CH2:32][S:31](=[O:34])[CH2:30][CH2:29]1.C(O[BH-](OC(=O)C)OC(=O)C)(=O)C.[Na+].C(=O)([O-])O.[Na+]. The catalyst is O1CCCC1.C(N(CC)CC)C. The product is [CH3:26][N:17]([C:11]1[CH:12]=[CH:13][CH:14]=[C:15]2[C:10]=1[NH:9][C:8]([C:6]1[S:7][CH:3]([CH2:1][N:28]3[CH2:33][CH2:32][S:31](=[O:34])[CH2:30][CH2:29]3)[CH2:4][N:5]=1)=[CH:16]2)[S:18]([C:21]1[S:22][CH:23]=[CH:24][CH:25]=1)(=[O:19])=[O:20]. The yield is 0.350.